This data is from Reaction yield outcomes from USPTO patents with 853,638 reactions. The task is: Predict the reaction yield, written as a fraction of the theoretical maximum amount of product (1.0 means a 100% yield; for example, 0.34 means a 34% yield). The reactants are F[C:2]1[N:12]=[CH:11][CH:10]=[CH:9][C:3]=1[C:4]([O:6][CH2:7][CH3:8])=[O:5].C(N(C(C)C)CC)(C)C.[F:22][C@@H:23]1[CH2:27][CH2:26][NH:25][CH2:24]1. The catalyst is CN(C=O)C. The product is [F:22][C@@H:23]1[CH2:27][CH2:26][N:25]([C:2]2[N:12]=[CH:11][CH:10]=[CH:9][C:3]=2[C:4]([O:6][CH2:7][CH3:8])=[O:5])[CH2:24]1. The yield is 0.940.